From a dataset of Full USPTO retrosynthesis dataset with 1.9M reactions from patents (1976-2016). Predict the reactants needed to synthesize the given product. (1) The reactants are: I[C:2]1[N:6]([CH3:7])[N:5]=[CH:4][CH:3]=1.[F:8][C:9]1([F:24])[CH2:14][CH2:13][C:12](B2OC(C)(C)C(C)(C)O2)=[CH:11][CH2:10]1.C(=O)([O-])[O-].[Cs+].[Cs+].O1CCOCC1. Given the product [F:8][C:9]1([F:24])[CH2:14][CH2:13][C:12]([C:2]2[N:6]([CH3:7])[N:5]=[CH:4][CH:3]=2)=[CH:11][CH2:10]1, predict the reactants needed to synthesize it. (2) Given the product [Cl:15][C:13]1[CH:12]=[CH:11][C:10]2[NH:4][C:5](=[O:30])[CH:6]([CH2:24][C:25]([O:27][CH2:28][CH3:29])=[O:26])[O:7][CH:8]([C:16]3[CH:21]=[CH:20][CH:19]=[CH:18][C:17]=3[O:22][CH3:23])[C:9]=2[CH:14]=1, predict the reactants needed to synthesize it. The reactants are: C([N:4]1[C:10]2[CH:11]=[CH:12][C:13]([Cl:15])=[CH:14][C:9]=2[CH:8]([C:16]2[CH:21]=[CH:20][CH:19]=[CH:18][C:17]=2[O:22][CH3:23])[O:7][CH:6]([CH2:24][C:25]([O:27][CH2:28][CH3:29])=[O:26])[C:5]1=[O:30])C=C. (3) Given the product [F:1][C:2]1[CH:23]=[CH:22][C:5]([NH:6][C:7]2[CH:19]=[C:18](/[CH:20]=[CH:21]/[C:25]3[CH:26]=[CH:27][C:28]([O:31][C:32]([F:33])([F:34])[F:35])=[CH:29][CH:30]=3)[CH:17]=[CH:16][C:8]=2[C:9]([O:11][C:12]([CH3:15])([CH3:13])[CH3:14])=[O:10])=[CH:4][CH:3]=1, predict the reactants needed to synthesize it. The reactants are: [F:1][C:2]1[CH:23]=[CH:22][C:5]([NH:6][C:7]2[CH:19]=[C:18]([CH:20]=[CH2:21])[CH:17]=[CH:16][C:8]=2[C:9]([O:11][C:12]([CH3:15])([CH3:14])[CH3:13])=[O:10])=[CH:4][CH:3]=1.Br[C:25]1[CH:30]=[CH:29][C:28]([O:31][C:32]([F:35])([F:34])[F:33])=[CH:27][CH:26]=1.C(N(CCCC)CCCC)CCC.C(O)(=O)CC(CC(O)=O)(C(O)=O)O. (4) Given the product [C:32]1([S:38][C:39]2[CH:40]=[C:41]([CH2:42][NH:43][C:4](=[O:6])[C:3]3[CH:7]=[CH:8][CH:9]=[N:10][C:2]=3[NH2:1])[CH:44]=[CH:45][CH:46]=2)[CH:37]=[CH:36][CH:35]=[CH:34][CH:33]=1, predict the reactants needed to synthesize it. The reactants are: [NH2:1][C:2]1[N:10]=[CH:9][CH:8]=[CH:7][C:3]=1[C:4]([OH:6])=O.ON1C2C=CC=CC=2N=N1.CCN=C=NCCCN(C)C.[C:32]1([S:38][C:39]2[CH:40]=[C:41]([CH:44]=[CH:45][CH:46]=2)[CH2:42][NH2:43])[CH:37]=[CH:36][CH:35]=[CH:34][CH:33]=1.C(=O)(O)[O-].[Na+]. (5) Given the product [F:1][C:2]1[CH:18]=[CH:17][CH:16]=[C:15]([F:19])[C:3]=1/[CH:4]=[CH:5]/[C:6]1[CH:14]=[CH:13][C:9]([NH:10][CH3:11])=[CH:8][CH:7]=1, predict the reactants needed to synthesize it. The reactants are: [F:1][C:2]1[CH:18]=[CH:17][CH:16]=[C:15]([F:19])[C:3]=1/[CH:4]=[CH:5]/[C:6]1[CH:14]=[CH:13][C:9]([N:10](C)[CH3:11])=[CH:8][CH:7]=1.N#CBr. (6) The reactants are: [F:1][C:2]1[CH:3]=[C:4]2[C:9](=[CH:10][CH:11]=1)[N:8]=[C:7]([NH:12][C:13](=[O:17])OCC)[C:6]([O:18][CH3:19])=[N:5]2.[CH3:20][O:21][C:22]1[CH:23]=[C:24]([N:32]2[CH2:37][CH2:36][NH:35][CH2:34][CH2:33]2)[CH:25]=[C:26]([O:30][CH3:31])[C:27]=1[O:28][CH3:29]. Given the product [F:1][C:2]1[CH:3]=[C:4]2[C:9](=[CH:10][CH:11]=1)[N:8]=[C:7]([NH:12][C:13]([N:35]1[CH2:34][CH2:33][N:32]([C:24]3[CH:23]=[C:22]([O:21][CH3:20])[C:27]([O:28][CH3:29])=[C:26]([O:30][CH3:31])[CH:25]=3)[CH2:37][CH2:36]1)=[O:17])[C:6]([O:18][CH3:19])=[N:5]2, predict the reactants needed to synthesize it. (7) Given the product [C:23]([O:26][CH2:27][C:28]1[C:29]([N:37]2[C:49](=[O:50])[C:48]3[S:47][C:46]4[CH2:45][CH2:44][CH2:43][CH2:42][C:41]=4[C:40]=3[CH:39]=[N:38]2)=[N:30][CH:31]=[CH:32][C:33]=1[C:18]1[CH:19]=[C:14]([NH:13][C:11]2[CH:12]=[C:6]3[CH2:5][N:4]([C:1](=[O:3])[CH3:2])[CH2:9][CH2:8][N:7]3[N:10]=2)[C:15](=[O:22])[N:16]([CH3:21])[CH:17]=1)(=[O:25])[CH3:24], predict the reactants needed to synthesize it. The reactants are: [C:1]([N:4]1[CH2:9][CH2:8][N:7]2[N:10]=[C:11]([NH:13][C:14]3[C:15](=[O:22])[N:16]([CH3:21])[CH:17]=[C:18](Br)[CH:19]=3)[CH:12]=[C:6]2[CH2:5]1)(=[O:3])[CH3:2].[C:23]([O:26][CH2:27][C:28]1[C:29]([N:37]2[C:49](=[O:50])[C:48]3[S:47][C:46]4[CH2:45][CH2:44][CH2:43][CH2:42][C:41]=4[C:40]=3[CH:39]=[N:38]2)=[N:30][CH:31]=[CH:32][C:33]=1B(O)O)(=[O:25])[CH3:24].[O-]P([O-])([O-])=O.[K+].[K+].[K+].C([O-])(=O)C.[Na+].